Task: Predict the reactants needed to synthesize the given product.. Dataset: Full USPTO retrosynthesis dataset with 1.9M reactions from patents (1976-2016) (1) Given the product [CH2:34]([N:37]1[C:5]([NH:8][C:9]([N:31]2[CH2:32][CH2:33][N:28]([C:26]3[S:25][N:24]=[C:23]([C:17]4[CH:18]=[CH:19][CH:20]=[CH:21][CH:22]=4)[N:27]=3)[CH2:29][CH2:30]2)=[O:16])=[CH:6][CH:2]=[N:3]1)[CH3:35], predict the reactants needed to synthesize it. The reactants are: C[C:2]1[C:6](C)=[C:5]([NH:8][C:9](=[O:16])OCC(Cl)(Cl)Cl)O[N:3]=1.[C:17]1([C:23]2[N:27]=[C:26]([N:28]3[CH2:33][CH2:32][NH:31][CH2:30][CH2:29]3)[S:25][N:24]=2)[CH:22]=[CH:21][CH:20]=[CH:19][CH:18]=1.[CH:34]([N:37](C(C)C)CC)(C)[CH3:35].O. (2) Given the product [Cl:1][C:2]1[C:11]2[C:6](=[CH:7][CH:8]=[CH:9][CH:10]=2)[N:5]=[C:4]([C:27]2[CH:28]=[CH:29][CH:30]=[CH:31][C:26]=2[F:25])[C:3]=1[F:13], predict the reactants needed to synthesize it. The reactants are: [Cl:1][C:2]1[C:11]2[C:6](=[CH:7][CH:8]=[CH:9][CH:10]=2)[N:5]=[C:4](I)[C:3]=1[F:13].C(O)CCC.C(=O)([O-])[O-].[Cs+].[Cs+].[F:25][C:26]1[CH:31]=[CH:30][CH:29]=[CH:28][C:27]=1B(O)O. (3) Given the product [Br:1][C:2]1[CH:6]=[N:5][N:4]([CH3:7])[C:3]=1[C:8]1[CH:9]=[C:10]([NH:23][C:28](=[O:29])[C:27]2[CH:31]=[CH:32][CH:33]=[C:25]([F:24])[CH:26]=2)[CH:11]=[CH:12][C:13]=1[O:14][CH2:15][CH2:16][N:17]1[CH2:21][CH2:20][C@H:19]([F:22])[CH2:18]1, predict the reactants needed to synthesize it. The reactants are: [Br:1][C:2]1[CH:6]=[N:5][N:4]([CH3:7])[C:3]=1[C:8]1[CH:9]=[C:10]([NH2:23])[CH:11]=[CH:12][C:13]=1[O:14][CH2:15][CH2:16][N:17]1[CH2:21][CH2:20][C@H:19]([F:22])[CH2:18]1.[F:24][C:25]1[CH:26]=[C:27]([CH:31]=[CH:32][CH:33]=1)[C:28](Cl)=[O:29].C(N(CC)CC)C. (4) Given the product [CH3:1][O:2][C:3]1[CH:4]=[C:5]([CH:31]=[CH:32][C:33]=1[O:34][CH3:35])[CH2:6][CH:7]1[C:16]2[C:11](=[C:12]([O:19][CH2:36][CH2:37][CH3:38])[CH:13]=[CH:14][C:15]=2[O:17][CH3:18])[CH2:10][CH2:9][N:8]1[CH2:20][C:21]([NH:23][CH2:24][C:25]1[CH:30]=[CH:29][CH:28]=[CH:27][N:26]=1)=[O:22], predict the reactants needed to synthesize it. The reactants are: [CH3:1][O:2][C:3]1[CH:4]=[C:5]([CH:31]=[CH:32][C:33]=1[O:34][CH3:35])[CH2:6][CH:7]1[C:16]2[C:11](=[C:12]([OH:19])[CH:13]=[CH:14][C:15]=2[O:17][CH3:18])[CH2:10][CH2:9][N:8]1[CH2:20][C:21]([NH:23][CH2:24][C:25]1[CH:30]=[CH:29][CH:28]=[CH:27][N:26]=1)=[O:22].[CH2:36](Br)[CH2:37][CH3:38]. (5) The reactants are: FC1C=CC(C[N:7]2C(=O)N(C3SC(C(O)=O)=C(C)N=3)C=N2)=CC=1.[CH3:24][C:25]1[N:26]=[C:27]([N:33]2[CH2:37][C@@H:36]([CH3:38])[N:35]([CH2:39][C:40]3[CH:45]=[CH:44][C:43]([C:46]([F:49])([F:48])[F:47])=[CH:42][CH:41]=3)[C:34]2=[O:50])[S:28][C:29]=1[C:30]([OH:32])=O. Given the product [CH3:24][C:25]1[N:26]=[C:27]([N:33]2[CH2:37][C@@H:36]([CH3:38])[N:35]([CH2:39][C:40]3[CH:41]=[CH:42][C:43]([C:46]([F:48])([F:49])[F:47])=[CH:44][CH:45]=3)[C:34]2=[O:50])[S:28][C:29]=1[C:30]([NH2:7])=[O:32], predict the reactants needed to synthesize it. (6) Given the product [F:16][C:10]1([F:17])[C:11]([OH:15])([OH:14])[CH2:12][CH2:13][N:8]([C:26]([O:28][C:29]([CH3:30])([CH3:31])[CH3:32])=[O:27])[CH2:9]1, predict the reactants needed to synthesize it. The reactants are: C([N:8]1[CH2:13][CH2:12][C:11]([OH:15])([OH:14])[C:10]([F:17])([F:16])[CH2:9]1)C1C=CC=CC=1.[C:26](O[C:26]([O:28][C:29]([CH3:32])([CH3:31])[CH3:30])=[O:27])([O:28][C:29]([CH3:32])([CH3:31])[CH3:30])=[O:27].[H][H].